This data is from Catalyst prediction with 721,799 reactions and 888 catalyst types from USPTO. The task is: Predict which catalyst facilitates the given reaction. (1) Product: [CH2:7]([N:14]1[CH2:23][CH2:22][C:21]2[N:20]=[C:19]([O:4][CH:1]([CH3:3])[CH3:2])[CH:18]=[CH:17][C:16]=2[CH2:15]1)[C:8]1[CH:9]=[CH:10][CH:11]=[CH:12][CH:13]=1. Reactant: [CH:1]([OH:4])([CH3:3])[CH3:2].[H-].[Na+].[CH2:7]([N:14]1[CH2:23][CH2:22][C:21]2[N:20]=[C:19](Cl)[CH:18]=[CH:17][C:16]=2[CH2:15]1)[C:8]1[CH:13]=[CH:12][CH:11]=[CH:10][CH:9]=1.O. The catalyst class is: 733. (2) Reactant: [CH2:1]([O:8][CH2:9][CH2:10][OH:11])[C:2]1[CH:7]=[CH:6][CH:5]=[CH:4][CH:3]=1.[OH-].[Na+].O.[Br:15][CH2:16][CH2:17][CH2:18][CH2:19][CH2:20][CH2:21]Br. Product: [Br:15][CH2:16][CH2:17][CH2:18][CH2:19][CH2:20][CH2:21][O:11][CH2:10][CH2:9][O:8][CH2:1][C:2]1[CH:7]=[CH:6][CH:5]=[CH:4][CH:3]=1. The catalyst class is: 689. (3) Reactant: [Cl:1][C:2]1[CH:3]=[C:4]([C:8]2[N:16]=[C:15]([C:17]#[N:18])[N:14]=[C:13]3[C:9]=2[N:10]([CH2:19][C@H:20]2[CH2:25][CH2:24][C@H:23]([CH3:26])[CH2:22][CH2:21]2)[CH:11]=[N:12]3)[CH:5]=[CH:6][CH:7]=1.CC1(C)CCCC(C)(C)N1[Mg]Cl.[Cl-].[Li+].[O:41]1[CH2:46][CH2:45][CH:44]([CH:47]=[O:48])[CH2:43][CH2:42]1. Product: [Cl:1][C:2]1[CH:3]=[C:4]([C:8]2[N:16]=[C:15]([C:17]#[N:18])[N:14]=[C:13]3[C:9]=2[N:10]([CH2:19][C@H:20]2[CH2:25][CH2:24][C@H:23]([CH3:26])[CH2:22][CH2:21]2)[C:11]([CH:47]([OH:48])[CH:44]2[CH2:45][CH2:46][O:41][CH2:42][CH2:43]2)=[N:12]3)[CH:5]=[CH:6][CH:7]=1. The catalyst class is: 1.